This data is from Full USPTO retrosynthesis dataset with 1.9M reactions from patents (1976-2016). The task is: Predict the reactants needed to synthesize the given product. (1) Given the product [Cl:1][CH2:2][CH2:3][CH2:4][CH2:5][C:6]1[N:29]([OH:28])[C:18]2[C:17]3[CH:16]=[CH:15][CH:14]=[CH:13][C:12]=3[N:11]=[CH:10][C:9]=2[N:8]=1, predict the reactants needed to synthesize it. The reactants are: [Cl:1][CH2:2][CH2:3][CH2:4][CH2:5][C:6]([NH:8][C:9]1[CH:10]=[N:11][C:12]2[C:17]([C:18]=1Cl)=[CH:16][CH:15]=[CH:14][CH:13]=2)=O.Cl.C([O:28][NH2:29])C1C=CC=CC=1. (2) Given the product [Si:29]([O:15][CH2:14][CH2:13][C:10]1[CH:11]=[CH:12][C:7]([NH2:6])=[CH:8][CH:9]=1)([C:25]([CH3:28])([CH3:27])[CH3:26])([C:36]1[CH:37]=[CH:38][CH:39]=[CH:40][CH:41]=1)[C:30]1[CH:35]=[CH:34][CH:33]=[CH:32][CH:31]=1, predict the reactants needed to synthesize it. The reactants are: CN(C=O)C.[NH2:6][C:7]1[CH:12]=[CH:11][C:10]([CH2:13][CH2:14][OH:15])=[CH:9][CH:8]=1.CCN(C(C)C)C(C)C.[C:25]([Si:29](Cl)([C:36]1[CH:41]=[CH:40][CH:39]=[CH:38][CH:37]=1)[C:30]1[CH:35]=[CH:34][CH:33]=[CH:32][CH:31]=1)([CH3:28])([CH3:27])[CH3:26]. (3) The reactants are: [CH2:1]([C:3]1([C:41]([OH:43])=[O:42])[CH2:8][CH2:7][N:6]([C:9]([C@:11]23[CH2:37][CH2:36][C@@H:35]([C:38]([CH3:40])=[CH2:39])[C@@H:12]2[C@@H:13]2[C@@:26]([CH3:29])([CH2:27][CH2:28]3)[C@@:25]3([CH3:30])[C@@H:16]([C@:17]4([CH3:34])[C@@H:22]([CH2:23][CH2:24]3)[C:21]([CH3:32])([CH3:31])[C@@H:20]([OH:33])[CH2:19][CH2:18]4)[CH2:15][CH2:14]2)=[O:10])[CH2:5][CH2:4]1)[CH3:2].N1C=CC=CC=1.[CH3:50][C:51]1([CH3:58])[CH2:55][C:54](=[O:56])[O:53][C:52]1=[O:57]. Given the product [C:52]([C:51]([CH3:58])([CH3:50])[CH2:55][C:54]([O:33][C@H:20]1[CH2:19][CH2:18][C@@:17]2([CH3:34])[C@@H:22]([CH2:23][CH2:24][C@:25]3([CH3:30])[C@@H:16]2[CH2:15][CH2:14][C@H:13]2[C@@:26]3([CH3:29])[CH2:27][CH2:28][C@@:11]3([C:9]([N:6]4[CH2:5][CH2:4][C:3]([CH2:1][CH3:2])([C:41]([OH:43])=[O:42])[CH2:8][CH2:7]4)=[O:10])[CH2:37][CH2:36][C@@H:35]([C:38]([CH3:40])=[CH2:39])[C@@H:12]32)[C:21]1([CH3:32])[CH3:31])=[O:56])([OH:57])=[O:53], predict the reactants needed to synthesize it. (4) Given the product [Cl:1][C:2]1[CH:3]=[C:4]([NH:9][C:10]([N:12]2[CH2:17][CH2:16][N:15]([CH2:18][C@@H:19]3[O:24][CH2:23][CH2:22][NH:21][CH2:20]3)[CH2:14][CH2:13]2)=[O:11])[CH:5]=[CH:6][C:7]=1[Cl:8], predict the reactants needed to synthesize it. The reactants are: [Cl:1][C:2]1[CH:3]=[C:4]([NH:9][C:10]([N:12]2[CH2:17][CH2:16][N:15]([CH2:18][C@@H:19]3[O:24][CH2:23][CH2:22][N:21](C(OC(C)(C)C)=O)[CH2:20]3)[CH2:14][CH2:13]2)=[O:11])[CH:5]=[CH:6][C:7]=1[Cl:8]. (5) Given the product [S:61]1[CH2:60][CH2:59][N:58]=[C:56]1[C:41]1[NH:42][C:43]2[C:39]([CH:40]=1)=[CH:38][C:37]([F:36])=[CH:45][C:44]=2[N:46]([CH3:55])[S:47]([C:50]1[S:51][CH:52]=[CH:53][CH:54]=1)(=[O:49])=[O:48], predict the reactants needed to synthesize it. The reactants are: C1(P(=O)(C2C=CC=CC=2)C2C=CC=CC=2)C=CC=CC=1.FC(F)(F)S(OS(C(F)(F)F)(=O)=O)(=O)=O.[F:36][C:37]1[CH:38]=[C:39]2[C:43](=[C:44]([N:46]([CH3:55])[S:47]([C:50]3[S:51][CH:52]=[CH:53][CH:54]=3)(=[O:49])=[O:48])[CH:45]=1)[NH:42][C:41]([C:56]([NH:58][CH2:59][CH2:60][S:61]C(C1C=CC=CC=1)(C1C=CC=CC=1)C1C=CC=CC=1)=O)=[CH:40]2.C(=O)([O-])O.[Na+].